This data is from Reaction yield outcomes from USPTO patents with 853,638 reactions. The task is: Predict the reaction yield, written as a fraction of the theoretical maximum amount of product (1.0 means a 100% yield; for example, 0.34 means a 34% yield). (1) The reactants are C(O[BH-](OC(=O)C)OC(=O)C)(=O)C.[Na+].[CH:15]1([C@H:21]([NH:29][C:30]([C:32]2[CH:37]=[CH:36][C:35]([C:38]3[CH:43]=[CH:42][C:41]([CH:44]=O)=[CH:40][CH:39]=3)=[CH:34][C:33]=2[NH:46][C:47]([NH:49][C:50]2[C:55]([CH3:56])=[CH:54][C:53]([CH3:57])=[CH:52][C:51]=2[CH3:58])=[O:48])=[O:31])[C:22]([O:24][C:25]([CH3:28])([CH3:27])[CH3:26])=[O:23])[CH2:20][CH2:19][CH2:18][CH2:17][CH2:16]1.[NH:59]1[CH2:63][CH2:62][CH2:61][CH2:60]1. The catalyst is ClCCCl.C(OCC)(=O)C. The product is [CH:15]1([C@H:21]([NH:29][C:30]([C:32]2[CH:37]=[CH:36][C:35]([C:38]3[CH:39]=[CH:40][C:41]([CH2:44][N:59]4[CH2:63][CH2:62][CH2:61][CH2:60]4)=[CH:42][CH:43]=3)=[CH:34][C:33]=2[NH:46][C:47]([NH:49][C:50]2[C:51]([CH3:58])=[CH:52][C:53]([CH3:57])=[CH:54][C:55]=2[CH3:56])=[O:48])=[O:31])[C:22]([O:24][C:25]([CH3:26])([CH3:27])[CH3:28])=[O:23])[CH2:20][CH2:19][CH2:18][CH2:17][CH2:16]1. The yield is 0.630. (2) The reactants are [OH:1][C:2]1[C:9]([OH:10])=[C:8]([OH:11])[CH:7]=[CH:6][C:3]=1[CH:4]=O.CC1(C)O[C:18](=[O:19])[CH2:17][C:15](=[O:16])[O:14]1. The catalyst is O. The product is [OH:11][C:8]1[C:9]([OH:10])=[C:2]2[C:3]([CH:4]=[C:17]([C:15]([OH:16])=[O:14])[C:18](=[O:19])[O:1]2)=[CH:6][CH:7]=1. The yield is 0.740. (3) The reactants are ClC1C=C(C=CC=1[C:11]1[CH:20]=[CH:19][C:18]2[C:13](=[CH:14][CH:15]=[C:16](O)[CH:17]=2)[N:12]=1)C(O)=O.[CH3:22][O:23][C:24]([C:26]1[CH:31]=[CH:30][C:29](B(O)O)=[CH:28][CH:27]=1)=[O:25].[C:35]([O-:38])([O-])=O.[K+].[K+].Cl.C[N:43](C=O)C. The catalyst is O.C1C=CC(P(C2C=CC=CC=2)[C-]2C=CC=C2)=CC=1.C1C=CC(P(C2C=CC=CC=2)[C-]2C=CC=C2)=CC=1.Cl[Pd]Cl.[Fe+2]. The product is [NH2:43][C:19]1[C:18]2[C:13](=[CH:14][CH:15]=[C:16]([O:38][CH3:35])[CH:17]=2)[N:12]=[C:11]([C:29]2[CH:30]=[CH:31][C:26]([C:24]([O:23][CH3:22])=[O:25])=[CH:27][CH:28]=2)[CH:20]=1. The yield is 0.460. (4) No catalyst specified. The reactants are C(N(CC)C(C)C)(C)C.Cl.[NH2:11][CH:12]([CH3:17])[C:13]([O:15][CH3:16])=[O:14].[Br:18][C:19]1[CH:27]=[CH:26][C:22]([C:23](O)=[O:24])=[C:21]([F:28])[CH:20]=1.F[P-](F)(F)(F)(F)F.N1(O[P+](N(C)C)(N(C)C)N(C)C)C2C=CC=CC=2N=N1.CN(C)C=O. The yield is 0.960. The product is [Br:18][C:19]1[CH:27]=[CH:26][C:22]([C:23]([NH:11][CH:12]([CH3:17])[C:13]([O:15][CH3:16])=[O:14])=[O:24])=[C:21]([F:28])[CH:20]=1. (5) The reactants are [C:1]([NH:9][C:10]1[CH:11]=[C:12]([CH:23]=[C:24]([O:26]C)[N:25]=1)[C:13]([NH:15][CH2:16][C:17]1[CH:22]=[CH:21][CH:20]=[CH:19][CH:18]=1)=[O:14])(=[O:8])[C:2]1[CH:7]=[CH:6][CH:5]=[CH:4][CH:3]=1.[I-].[Na+].Cl[Si](C)(C)C.O. The catalyst is C(#N)C. The product is [C:1]([NH:9][C:10]1[CH:11]=[C:12]([CH:23]=[C:24]([OH:26])[N:25]=1)[C:13]([NH:15][CH2:16][C:17]1[CH:18]=[CH:19][CH:20]=[CH:21][CH:22]=1)=[O:14])(=[O:8])[C:2]1[CH:3]=[CH:4][CH:5]=[CH:6][CH:7]=1. The yield is 0.200. (6) The reactants are [CH2:1]([N:3]([CH2:28][CH3:29])[CH2:4][CH2:5][O:6][C:7]1[CH:8]=[CH:9][C:10]2[C:14]3[CH:15]=[CH:16][C:17]([O:19][CH2:20][CH2:21][N:22]([CH2:25][CH3:26])[CH2:23][CH3:24])=[CH:18][C:13]=3[S:12][C:11]=2[CH:27]=1)[CH3:2].[ClH:30].O1CCOCC1. The catalyst is C(OCC)(=O)C.C(O)C. The product is [ClH:30].[ClH:30].[CH2:28]([N:3]([CH2:1][CH3:2])[CH2:4][CH2:5][O:6][C:7]1[CH:8]=[CH:9][C:10]2[C:14]3[CH:15]=[CH:16][C:17]([O:19][CH2:20][CH2:21][N:22]([CH2:25][CH3:26])[CH2:23][CH3:24])=[CH:18][C:13]=3[S:12][C:11]=2[CH:27]=1)[CH3:29]. The yield is 0.930. (7) The reactants are [Br:1][C:2]1[CH:10]=[CH:9][C:5]([C:6]([NH2:8])=[O:7])=[CH:4][C:3]=1[CH3:11].C1(=O)O[CH:15]=[CH:14]O1. No catalyst specified. The product is [Br:1][C:2]1[CH:10]=[CH:9][C:5]([C:6]2[O:7][CH:14]=[CH:15][N:8]=2)=[CH:4][C:3]=1[CH3:11]. The yield is 0.360. (8) The reactants are [Si:1]([O:8][CH2:9][CH2:10][N:11]1[C:19]2[C:14](=[CH:15][CH:16]=[CH:17][CH:18]=2)[C:13]([CH2:20][CH2:21][CH2:22][OH:23])=[CH:12]1)([C:4]([CH3:7])([CH3:6])[CH3:5])([CH3:3])[CH3:2].[CH3:24][S:25](Br)(=[O:27])=[O:26].C(N(CC)CC)C. The catalyst is C(Cl)Cl. The product is [CH3:24][S:25]([O:23][CH2:22][CH2:21][CH2:20][C:13]1[C:14]2[C:19](=[CH:18][CH:17]=[CH:16][CH:15]=2)[N:11]([CH2:10][CH2:9][O:8][Si:1]([C:4]([CH3:7])([CH3:6])[CH3:5])([CH3:3])[CH3:2])[CH:12]=1)(=[O:27])=[O:26]. The yield is 0.880.